This data is from Peptide-MHC class I binding affinity with 185,985 pairs from IEDB/IMGT. The task is: Regression. Given a peptide amino acid sequence and an MHC pseudo amino acid sequence, predict their binding affinity value. This is MHC class I binding data. The peptide sequence is YSFSRAYTL. The MHC is HLA-B15:42 with pseudo-sequence HLA-B15:42. The binding affinity (normalized) is 0.213.